This data is from Full USPTO retrosynthesis dataset with 1.9M reactions from patents (1976-2016). The task is: Predict the reactants needed to synthesize the given product. (1) Given the product [OH:1][C:2]1[C:7]([C:8]#[N:9])=[CH:6][N:5]=[C:4]2[S:10][C:11]([I:18])=[CH:12][C:3]=12, predict the reactants needed to synthesize it. The reactants are: [OH:1][C:2]1[C:7]([C:8]#[N:9])=[CH:6][N:5]=[C:4]2[S:10][CH:11]=[CH:12][C:3]=12.FC(F)(F)C(O[I:18](C1C=CC=CC=1)OC(=O)C(F)(F)F)=O.II.ICl.C([O-])(=O)C.[Na+]. (2) The reactants are: C(OC([NH:8][C@@H:9]1[CH2:14][CH2:13][C@H:12]([CH2:15][C:16]([NH:18][C@H:19]([B:32]2OC3C(C)(C4CC(C3)C4(C)C)[O:33]2)[CH2:20][C:21]2[C:22]([O:30]C)=[C:23]([CH:27]=[CH:28][CH:29]=2)[C:24]([OH:26])=[O:25])=[O:17])[CH2:11][CH2:10]1)=O)(C)(C)C.B(Cl)(Cl)Cl. Given the product [NH2:8][C@@H:9]1[CH2:10][CH2:11][C@H:12]([CH2:15][C:16]([NH:18][C@H:19]2[CH2:20][C:21]3[CH:29]=[CH:28][CH:27]=[C:23]([C:24]([OH:26])=[O:25])[C:22]=3[O:30][B:32]2[OH:33])=[O:17])[CH2:13][CH2:14]1, predict the reactants needed to synthesize it.